This data is from Reaction yield outcomes from USPTO patents with 853,638 reactions. The task is: Predict the reaction yield, written as a fraction of the theoretical maximum amount of product (1.0 means a 100% yield; for example, 0.34 means a 34% yield). (1) The reactants are [F:1][C:2]1[CH:7]=[C:6]([CH:8]=O)[CH:5]=[CH:4][N:3]=1.[N+:10]([CH3:13])([O-:12])=[O:11].C(N(CC)CC)C.CS(Cl)(=O)=O. The catalyst is C(Cl)Cl. The product is [F:1][C:2]1[CH:7]=[C:6]([CH:8]=[CH:13][N+:10]([O-:12])=[O:11])[CH:5]=[CH:4][N:3]=1. The yield is 0.550. (2) The reactants are F[B-](F)(F)F.F[B-](F)(F)F.[Cl:11][CH2:12][N+:13]12[CH2:20][CH2:19][N+:16]([F:21])([CH2:17][CH2:18]1)[CH2:15][CH2:14]2.[F:22][P-:23]([F:28])([F:27])([F:26])([F:25])[F:24].[NH4+]. The catalyst is O. The product is [F:22][P-:23]([F:28])([F:27])([F:26])([F:25])[F:24].[F:22][P-:23]([F:28])([F:27])([F:26])([F:25])[F:24].[Cl:11][CH2:12][N+:13]12[CH2:20][CH2:19][N+:16]([F:21])([CH2:17][CH2:18]1)[CH2:15][CH2:14]2. The yield is 1.00. (3) The reactants are [CH:1]1([N:4]([CH2:7][C:8]2[CH:13]=[CH:12][C:11]([C:14]#[C:15][C:16]3[CH:26]=[CH:25][C:19]([C:20]([O:22]CC)=[O:21])=[CH:18][CH:17]=3)=[CH:10][C:9]=2[CH:27]([CH3:29])[CH3:28])[CH2:5][CH3:6])[CH2:3][CH2:2]1.[OH-].[Na+]. The catalyst is C(O)C.O1CCCC1. The product is [CH:1]1([N:4]([CH2:7][C:8]2[CH:13]=[CH:12][C:11]([C:14]#[C:15][C:16]3[CH:26]=[CH:25][C:19]([C:20]([OH:22])=[O:21])=[CH:18][CH:17]=3)=[CH:10][C:9]=2[CH:27]([CH3:28])[CH3:29])[CH2:5][CH3:6])[CH2:2][CH2:3]1. The yield is 0.720. (4) The reactants are [CH3:1][C:2]1[C:3](=[O:9])[NH:4][C:5](=[S:8])[NH:6][CH:7]=1.[OH-].[K+].[CH3:12]I. The catalyst is C(O)C. The product is [CH3:1][C:2]1[C:3](=[O:9])[N:4]=[C:5]([S:8][CH3:12])[NH:6][CH:7]=1. The yield is 0.719.